This data is from Full USPTO retrosynthesis dataset with 1.9M reactions from patents (1976-2016). The task is: Predict the reactants needed to synthesize the given product. Given the product [CH3:14][O:13][C:10]1[CH:11]=[C:12]2[C:7](=[C:8]([N+:15]([O-:17])=[O:16])[CH:9]=1)[NH:6][C:4](=[O:5])[C:3]2=[O:18], predict the reactants needed to synthesize it. The reactants are: ON=[CH:3][C:4]([NH:6][C:7]1[CH:12]=[CH:11][C:10]([O:13][CH3:14])=[CH:9][C:8]=1[N+:15]([O-:17])=[O:16])=[O:5].[OH:18]S(O)(=O)=O.